This data is from Full USPTO retrosynthesis dataset with 1.9M reactions from patents (1976-2016). The task is: Predict the reactants needed to synthesize the given product. (1) Given the product [CH3:20][O:19][C:16]1[CH:17]=[C:18]2[C:13](=[CH:14][C:15]=1[O:21][CH2:22][CH:23]1[CH2:28][CH2:27][NH:26][CH2:25][CH2:24]1)[N:12]=[CH:11][CH:10]=[C:9]2[O:8][C:5]1[CH:4]=[CH:3][C:2]([NH:1][C:49]([C:46]2[S:47][CH:48]=[C:44]([C:39]3[CH:40]=[CH:41][CH:42]=[CH:43][C:38]=3[O:37][CH3:36])[N:45]=2)=[O:50])=[N:7][CH:6]=1, predict the reactants needed to synthesize it. The reactants are: [NH2:1][C:2]1[N:7]=[CH:6][C:5]([O:8][C:9]2[C:18]3[C:13](=[CH:14][C:15]([O:21][CH2:22][CH:23]4[CH2:28][CH2:27][N:26](C(OC(C)(C)C)=O)[CH2:25][CH2:24]4)=[C:16]([O:19][CH3:20])[CH:17]=3)[N:12]=[CH:11][CH:10]=2)=[CH:4][CH:3]=1.[CH3:36][O:37][C:38]1[CH:43]=[CH:42][CH:41]=[CH:40][C:39]=1[C:44]1[N:45]=[C:46]([C:49](Cl)=[O:50])[S:47][CH:48]=1.COC1C=CC=CC=1C1N=C(C(O)=O)SC=1. (2) Given the product [CH2:1]([O:8][C:9]1[CH:14]=[CH:13][C:12]([Br:15])=[CH:11][C:10]=1[CH:16]([C:20]1[CH:25]=[CH:24][CH:23]=[CH:22][CH:21]=1)[CH2:17][CH2:18][O:19][S:32]([C:29]1[CH:30]=[CH:31][C:26]([CH3:36])=[CH:27][CH:28]=1)(=[O:34])=[O:33])[C:2]1[CH:3]=[CH:4][CH:5]=[CH:6][CH:7]=1, predict the reactants needed to synthesize it. The reactants are: [CH2:1]([O:8][C:9]1[CH:14]=[CH:13][C:12]([Br:15])=[CH:11][C:10]=1[CH:16]([C:20]1[CH:25]=[CH:24][CH:23]=[CH:22][CH:21]=1)[CH2:17][CH2:18][OH:19])[C:2]1[CH:7]=[CH:6][CH:5]=[CH:4][CH:3]=1.[C:26]1([CH3:36])[CH:31]=[CH:30][C:29]([S:32](Cl)(=[O:34])=[O:33])=[CH:28][CH:27]=1.N1C=CC=CC=1. (3) The reactants are: [C:1]([O:5][C:6]([NH:8][CH2:9][CH2:10][C:11](O)=O)=[O:7])([CH3:4])([CH3:3])[CH3:2].CN(C(ON1N=NC2C=CC=NC1=2)=[N+](C)C)C.F[P-](F)(F)(F)(F)F.CCN(C(C)C)C(C)C.[F:47][C:48]1[CH:56]=[C:55]2[C:51]([C:52]([C:66]3[CH:67]=[C:68]([NH2:73])[C:69]([NH2:72])=[CH:70][CH:71]=3)=[CH:53][N:54]2[S:57]([C:60]2[CH:65]=[CH:64][CH:63]=[CH:62][CH:61]=2)(=[O:59])=[O:58])=[CH:50][CH:49]=1. Given the product [C:1]([O:5][C:6](=[O:7])[NH:8][CH2:9][CH2:10][C:11]1[NH:73][C:68]2[CH:67]=[C:66]([C:52]3[C:51]4[C:55](=[CH:56][C:48]([F:47])=[CH:49][CH:50]=4)[N:54]([S:57]([C:60]4[CH:65]=[CH:64][CH:63]=[CH:62][CH:61]=4)(=[O:59])=[O:58])[CH:53]=3)[CH:71]=[CH:70][C:69]=2[N:72]=1)([CH3:4])([CH3:3])[CH3:2], predict the reactants needed to synthesize it. (4) Given the product [CH3:22][C:21]1([CH3:23])[N:11]([C:9]([O:8][CH2:1][C:2]2[CH:3]=[CH:4][CH:5]=[CH:6][CH:7]=2)=[O:10])[C@@H:12]([C:13]([O:15][CH3:16])=[O:14])[CH2:17][O:18]1, predict the reactants needed to synthesize it. The reactants are: [CH2:1]([O:8][C:9]([NH:11][C@H:12]([CH2:17][OH:18])[C:13]([O:15][CH3:16])=[O:14])=[O:10])[C:2]1[CH:7]=[CH:6][CH:5]=[CH:4][CH:3]=1.CO[C:21](OC)([CH3:23])[CH3:22].B(F)(F)F.CCOCC. (5) Given the product [NH2:21][C@@H:17]([CH2:16][S:15][CH2:54][C:53]1[CH:56]=[CH:57][CH:58]=[CH:59][C:52]=1[O:51][CH:50]([F:49])[F:60])[C:18]([OH:20])=[O:19], predict the reactants needed to synthesize it. The reactants are: C(OC([NH:21][C@@H:17]([CH2:16][S:15][S:15][CH2:16][C@H:17]([NH:21]C(OC(C)(C)C)=O)[C:18]([OH:20])=[O:19])[C:18]([OH:20])=[O:19])=O)(C)(C)C.Cl.C(CCP(CCC(O)=O)CCC(O)=O)(O)=O.[OH-].[K+].Cl.[F:49][CH:50]([F:60])[O:51][C:52]1[CH:59]=[CH:58][CH:57]=[CH:56][C:53]=1[CH2:54]Br. (6) The reactants are: [C:1]([O:4][C@H:5]1[CH2:10][CH2:9][C@H:8]2[C@H:11]3[C@H:21]([CH2:22][CH2:23][C@:6]12[CH3:7])[C@:19]1([CH3:20])[C:14]([CH2:15][C:16](=[O:24])[CH2:17][CH2:18]1)=[CH:13][C@H:12]3[CH3:25])(=[O:3])[CH3:2].[BH4-].[Na+].C(O)(=O)C. Given the product [C:1]([O:4][C@H:5]1[CH2:10][CH2:9][C@H:8]2[C@H:11]3[C@H:21]([CH2:22][CH2:23][C@:6]12[CH3:7])[C@:19]1([CH3:20])[C:14]([CH2:15][C@@H:16]([OH:24])[CH2:17][CH2:18]1)=[CH:13][C@H:12]3[CH3:25])(=[O:3])[CH3:2], predict the reactants needed to synthesize it. (7) The reactants are: [N:1]1[C:5]2[CH:6]=[CH:7][CH:8]=[CH:9][C:4]=2[NH:3][C:2]=1[C:10]1[CH:19]=[CH:18][C:13]([C:14](OC)=[O:15])=[CH:12][CH:11]=1.CC(C[AlH]CC(C)C)C. Given the product [N:1]1[C:5]2[CH:6]=[CH:7][CH:8]=[CH:9][C:4]=2[NH:3][C:2]=1[C:10]1[CH:19]=[CH:18][C:13]([CH2:14][OH:15])=[CH:12][CH:11]=1, predict the reactants needed to synthesize it.